Dataset: Reaction yield outcomes from USPTO patents with 853,638 reactions. Task: Predict the reaction yield, written as a fraction of the theoretical maximum amount of product (1.0 means a 100% yield; for example, 0.34 means a 34% yield). (1) The reactants are [F:1][C:2]1[CH:10]=[C:9]([N+:11]([O-:13])=[O:12])[CH:8]=[CH:7][C:3]=1[C:4]([OH:6])=[O:5].S(=O)(=O)(O)O.[CH2:19](O)[CH3:20]. The yield is 0.650. The product is [CH2:19]([O:5][C:4](=[O:6])[C:3]1[CH:7]=[CH:8][C:9]([N+:11]([O-:13])=[O:12])=[CH:10][C:2]=1[F:1])[CH3:20]. No catalyst specified. (2) The reactants are CC1(C)C(C)(C)OB([C:9]2[CH:10]=[C:11]3[CH:17]=[CH:16][NH:15][C:12]3=[N:13][CH:14]=2)O1.Br[C:20]1[CH:25]=[CH:24][C:23]([O:26][CH2:27][CH2:28][O:29][CH3:30])=[CH:22][CH:21]=1.C(=O)([O-])[O-].[K+].[K+]. The catalyst is O1CCCC1.C(OCC)(=O)C.C(=O)([O-])[O-].[Na+].[Na+].C1C=CC([P]([Pd]([P](C2C=CC=CC=2)(C2C=CC=CC=2)C2C=CC=CC=2)([P](C2C=CC=CC=2)(C2C=CC=CC=2)C2C=CC=CC=2)[P](C2C=CC=CC=2)(C2C=CC=CC=2)C2C=CC=CC=2)(C2C=CC=CC=2)C2C=CC=CC=2)=CC=1. The product is [CH3:30][O:29][CH2:28][CH2:27][O:26][C:23]1[CH:24]=[CH:25][C:20]([C:9]2[CH:10]=[C:11]3[CH:17]=[CH:16][NH:15][C:12]3=[N:13][CH:14]=2)=[CH:21][CH:22]=1. The yield is 0.670. (3) The reactants are Cl[CH2:2][CH2:3][CH2:4][CH:5]([C:15]1O[C:17]([C:20]2[CH:25]=[CH:24][C:23]([C:26]3[O:30][C:29]([CH3:31])=[N:28][CH:27]=3)=[C:22]([O:32][CH3:33])[CH:21]=2)=[N:18][N:19]=1)[C:6]1[CH:11]=[C:10]([F:12])[C:9]([F:13])=[C:8]([F:14])[CH:7]=1.[N-:34]=[N+]=[N-].[Na+].C1(P(C2C=CC=CC=2)C2C=CC=CC=2)C=CC=CC=1. The catalyst is CS(C)=O.C1COCC1.O. The product is [CH3:33][O:32][C:22]1[CH:21]=[C:20]([C:17]2[N:34]3[CH2:2][CH2:3][CH2:4][CH:5]([C:6]4[CH:11]=[C:10]([F:12])[C:9]([F:13])=[C:8]([F:14])[CH:7]=4)[C:15]3=[N:19][N:18]=2)[CH:25]=[CH:24][C:23]=1[C:26]1[O:30][C:29]([CH3:31])=[N:28][CH:27]=1. The yield is 0.450. (4) The reactants are [CH3:1][C:2]1[O:6][C:5]([C:7]2[CH:16]=[CH:15][C:10]([C:11]([O:13]C)=[O:12])=[CH:9][CH:8]=2)=[N:4][C:3]=1[CH2:17][S:18]([C:21]1[CH:26]=[CH:25][C:24]([CH2:27][CH2:28][N:29]2[CH2:34][CH2:33][O:32][CH2:31][CH2:30]2)=[CH:23][CH:22]=1)(=[O:20])=[O:19].[ClH:35]. No catalyst specified. The product is [ClH:35].[CH3:1][C:2]1[O:6][C:5]([C:7]2[CH:16]=[CH:15][C:10]([C:11]([OH:13])=[O:12])=[CH:9][CH:8]=2)=[N:4][C:3]=1[CH2:17][S:18]([C:21]1[CH:26]=[CH:25][C:24]([CH2:27][CH2:28][N:29]2[CH2:34][CH2:33][O:32][CH2:31][CH2:30]2)=[CH:23][CH:22]=1)(=[O:19])=[O:20]. The yield is 0.960. (5) The reactants are [CH2:1]([O:3][C:4](=[O:21])[C:5]([CH3:20])([CH3:19])[CH2:6][CH2:7][CH2:8][CH2:9][CH:10]=[CH:11][C:12]1[CH:17]=[CH:16][CH:15]=[CH:14][C:13]=1[Cl:18])[CH3:2].[BrH:22]. The catalyst is C(O)(=O)C. The product is [CH2:1]([O:3][C:4](=[O:21])[C:5]([CH3:20])([CH3:19])[CH2:6][CH2:7][CH2:8][CH2:9][CH2:10][CH:11]([Br:22])[C:12]1[CH:17]=[CH:16][CH:15]=[CH:14][C:13]=1[Cl:18])[CH3:2]. The yield is 0.818. (6) The reactants are [CH2:1]([CH:5]1[CH2:10][CH2:9][CH:8]=[CH:7][C:6]1=O)[CH2:2][CH2:3][CH3:4].CC[O:14]CC. No catalyst specified. The product is [CH2:1]([C@@H:5]1[CH2:10][CH2:9][CH2:8][C:7](=[O:14])[CH2:6]1)[CH2:2][CH2:3][CH3:4]. The yield is 0.750. (7) The reactants are [CH3:1][O:2][C:3]1[CH:12]=[CH:11][CH:10]=[C:5]([C:6]([O:8][CH3:9])=[O:7])[C:4]=1[OH:13].F[C:15]1[CH:20]=[CH:19][CH:18]=[CH:17][C:16]=1[N+:21]([O-:23])=[O:22].[CH3:24][O:25][C:26]1[CH:39]=[CH:38][CH:37]=[C:36]([C:40]([O:42][CH3:43])=[O:41])[C:27]=1[O:28][C:29]1[CH:35]=[CH:34][CH:33]=[CH:32][C:30]=1[NH2:31].[NH2:44][C:45]1[S:46][CH:47]=[CH:48][N:49]=1. No catalyst specified. The product is [CH3:1][O:2][C:3]1[CH:12]=[CH:11][CH:10]=[C:5]([C:6]([O:8][CH3:9])=[O:7])[C:4]=1[O:13][C:15]1[CH:20]=[CH:19][CH:18]=[CH:17][C:16]=1[N+:21]([O-:23])=[O:22].[CH3:24][O:25][C:26]1[CH:39]=[CH:38][CH:37]=[C:36]([C:40]([O:42][CH3:43])=[O:41])[C:27]=1[O:28][C:29]1[CH:35]=[CH:34][CH:33]=[CH:32][C:30]=1[NH:31][C:4]([NH:44][C:45]1[S:46][CH:47]=[CH:48][N:49]=1)=[O:13]. The yield is 0.820. (8) The reactants are [OH:1][CH:2]([C:6]1[CH:11]=[CH:10][C:9]([C:12]2[N:16]=[C:15]([C:17]3[O:21][N:20]=[C:19]([C:22]4[CH:27]=[CH:26][CH:25]=[CH:24][CH:23]=4)[C:18]=3[C:28]([F:31])([F:30])[F:29])[O:14][N:13]=2)=[CH:8][CH:7]=1)[C:3](O)=[O:4].C[N:33]1CCO[CH2:35][CH2:34]1.CN(C(ON1N=NC2C=CC=NC1=2)=[N+](C)C)C.F[P-](F)(F)(F)(F)F. The catalyst is CN(C=O)C. The product is [CH2:34]([NH:33][C:3](=[O:4])[CH:2]([OH:1])[C:6]1[CH:7]=[CH:8][C:9]([C:12]2[N:16]=[C:15]([C:17]3[O:21][N:20]=[C:19]([C:22]4[CH:23]=[CH:24][CH:25]=[CH:26][CH:27]=4)[C:18]=3[C:28]([F:31])([F:29])[F:30])[O:14][N:13]=2)=[CH:10][CH:11]=1)[CH3:35]. The yield is 0.565. (9) The reactants are [Br:1][C:2]1[CH:7]=[C:6]([O:8][C:9]([F:12])([F:11])[F:10])[CH:5]=[CH:4][C:3]=1[OH:13].Br[C:15]1[CH:20]=[C:19](F)C(F)=[CH:17][C:16]=1O[C@H](CC=C)C. No catalyst specified. The product is [Br:1][C:2]1[CH:7]=[C:6]([O:8][C:9]([F:11])([F:12])[F:10])[CH:5]=[CH:4][C:3]=1[O:13][C@H:20]([CH2:15][CH:16]=[CH2:17])[CH3:19]. The yield is 0.880.